Regression/Classification. Given a drug SMILES string, predict its absorption, distribution, metabolism, or excretion properties. Task type varies by dataset: regression for continuous measurements (e.g., permeability, clearance, half-life) or binary classification for categorical outcomes (e.g., BBB penetration, CYP inhibition). For this dataset (clearance_microsome_az), we predict log10(clearance) (log10 of the in vitro intrinsic clearance, CLint, in uL/min per mg of human liver microsomal protein, equivalently mL/min/g; values are censored to the assay range of 3 to 150, which is 0.477 to 2.18 on this log10 scale). From a dataset of Microsomal clearance measurements from AstraZeneca. (1) The molecule is CC1(O)CN(S(=O)(=O)c2ccc3c(C(=O)NC[C@@H](O)CN4CCC(Oc5ccc(Cl)c(Cl)c5)CC4)c[nH]c(=O)c3c2)C1. The log10(clearance) is 1.26. (2) The drug is CNC(=C[N+](=O)[O-])NCCSCc1ccc(CN(C)C)o1. The log10(clearance) is 0.480. (3) The molecule is Cc1c(Sc2ccc(Cl)cc2)c2c(-c3ccccc3)cccc2n1CC(=O)O. The log10(clearance) is 0.480. (4) The molecule is Cc1c(OC2CCN(CC3CCN([C@@](C)(Cc4ccc(F)cc4)C(=O)O)CC3)CC2)ccc(Cl)c1Cl. The log10(clearance) is 0.480. (5) The log10(clearance) is 1.54. The drug is CN(CCNC[C@H](O)c1ccc(O)c2[nH]c(=O)sc12)C(=O)CCOCCc1ccccc1. (6) The drug is C[C@@](C(=O)O[C@H]1C[N+]2(CCc3ccccc3F)CCC1CC2)(c1ccccc1)N1CCCCC1. The log10(clearance) is 1.94. (7) The compound is Cc1c(Sc2ccc(Cl)cc2)c2cc(Cl)ccc2n1Cc1nnn[nH]1. The log10(clearance) is 1.04. (8) The molecule is CC(C)C[C@H](NC(=O)N1CCOCC1)C(=O)NCC#N. The log10(clearance) is 0.480. (9) The compound is O=C(CC12CC3CC(CC(C3)C1)C2)Nc1ccc2[nH]ncc2c1. The log10(clearance) is 1.32.